This data is from Reaction yield outcomes from USPTO patents with 853,638 reactions. The task is: Predict the reaction yield, written as a fraction of the theoretical maximum amount of product (1.0 means a 100% yield; for example, 0.34 means a 34% yield). (1) The reactants are Cl.Cl.[NH:3]1[C:11]2[C:6](=[CH:7][C:8]([C:12]3[C:20]4[C:19]([NH2:21])=[N:18][CH:17]=[N:16][C:15]=4[N:14]([CH3:22])[CH:13]=3)=[CH:9][CH:10]=2)[CH2:5][CH2:4]1.OC(C(F)(F)F)=O.[CH3:30][C:31]1[N:36]=[C:35]([CH2:37][C:38](O)=[O:39])[CH:34]=[CH:33][CH:32]=1.CN(C(ON1N=NC2C=CC=NC1=2)=[N+](C)C)C.F[P-](F)(F)(F)(F)F.CCN(C(C)C)C(C)C. The catalyst is CN(C)C=O.O. The product is [CH3:22][N:14]1[C:15]2[N:16]=[CH:17][N:18]=[C:19]([NH2:21])[C:20]=2[C:12]([C:8]2[CH:7]=[C:6]3[C:11](=[CH:10][CH:9]=2)[N:3]([C:38](=[O:39])[CH2:37][C:35]2[CH:34]=[CH:33][CH:32]=[C:31]([CH3:30])[N:36]=2)[CH2:4][CH2:5]3)=[CH:13]1. The yield is 0.950. (2) The reactants are N1(C(=O)[C@@H](NS([C:24]2[CH:29]=[CH:28][CH:27]=[C:26](N3CCOCC3=O)[C:25]=2Cl)(=O)=O)CNC(C2SC(Cl)=CC=2)=O)CCCCCC1.[CH3:54][C:49]1([CH3:55])[C:50]([CH3:53])([CH3:52])[O:51][B:47]([B:47]2[O:51][C:50]([CH3:53])([CH3:52])[C:49]([CH3:55])([CH3:54])[O:48]2)[O:48]1.[CH3:57][C:58]([O-])=O.[K+].[CH3:62][S:63]([CH3:65])=O. The catalyst is C(OCC)(=O)C.C1C=CC(P(C2C=CC=CC=2)[C-]2C=CC=C2)=CC=1.C1C=CC(P(C2C=CC=CC=2)[C-]2C=CC=C2)=CC=1.Cl[Pd]Cl.[Fe+2]. The product is [CH2:62]([S:63][C:65]1[C:26]([CH2:58][CH3:57])=[C:25]([B:47]2[O:48][C:49]([CH3:54])([CH3:55])[C:50]([CH3:52])([CH3:53])[O:51]2)[CH:24]=[CH:29][CH:28]=1)[C:24]1[CH:29]=[CH:28][CH:27]=[CH:26][CH:25]=1. The yield is 0.770. (3) The reactants are [CH:1]1([C:4]2[CH:9]=[CH:8][N:7]=[CH:6][C:5]=2[NH:10][S:11]([CH3:14])(=[O:13])=[O:12])[CH2:3][CH2:2]1.C(=O)([O-])[O-].[Cs+].[Cs+].[CH2:21](I)[CH2:22][CH:23]([CH3:25])[CH3:24]. The catalyst is CN(C)C=O.C(OCC)(=O)C. The product is [CH:1]1([C:4]2[CH:9]=[CH:8][N:7]=[CH:6][C:5]=2[N:10]([CH2:21][CH2:22][CH:23]([CH3:25])[CH3:24])[S:11]([CH3:14])(=[O:12])=[O:13])[CH2:3][CH2:2]1. The yield is 0.440. (4) The reactants are [Br:1][C:2]1[C:11]2[CH2:10][CH2:9][CH2:8][C@@H:7]([NH2:12])[C:6]=2[CH:5]=[N:4][CH:3]=1.[C:13](O)(=[O:16])[CH2:14][CH3:15]. No catalyst specified. The product is [Br:1][C:2]1[C:11]2[CH2:10][CH2:9][CH2:8][C@@H:7]([NH:12][C:13](=[O:16])[CH2:14][CH3:15])[C:6]=2[CH:5]=[N:4][CH:3]=1. The yield is 0.970. (5) The reactants are [Br:1][C:2]1[CH:9]=[C:8]([S:10][C:11]2[CH:16]=[CH:15][C:14]([Cl:17])=[CH:13][CH:12]=2)[CH:7]=[CH:6][C:3]=1[CH:4]=[O:5].[BH4-].[Na+]. The catalyst is CO. The product is [Br:1][C:2]1[CH:9]=[C:8]([S:10][C:11]2[CH:16]=[CH:15][C:14]([Cl:17])=[CH:13][CH:12]=2)[CH:7]=[CH:6][C:3]=1[CH2:4][OH:5]. The yield is 0.890. (6) The catalyst is CN(C=O)C. The yield is 0.660. The product is [C:41]1([CH2:40][C@H:39]([NH:47][C:15]([C:13]2[N:12]=[N:11][N:10]([CH2:9][CH2:8][NH:7][C:5](=[O:6])[C:4]3[CH:18]=[CH:19][C:20]([C:22]([F:25])([F:24])[F:23])=[CH:21][C:3]=3[O:2][CH3:1])[CH:14]=2)=[O:17])[B:26]2[O:27][C@H:28]3[C@:33]([CH3:35])([C@H:32]4[CH2:31][C@@H:30]([CH2:29]3)[C:36]4([CH3:37])[CH3:38])[O:34]2)[CH:46]=[CH:45][CH:44]=[CH:43][CH:42]=1. The reactants are [CH3:1][O:2][C:3]1[CH:21]=[C:20]([C:22]([F:25])([F:24])[F:23])[CH:19]=[CH:18][C:4]=1[C:5]([NH:7][CH2:8][CH2:9][N:10]1[CH:14]=[C:13]([C:15]([OH:17])=O)[N:12]=[N:11]1)=[O:6].[B:26]1([C@@H:39]([NH2:47])[CH2:40][C:41]2[CH:46]=[CH:45][CH:44]=[CH:43][CH:42]=2)[O:34][C@:33]2([CH3:35])[C@@H:28]([CH2:29][C@H:30]3[C:36]([CH3:38])([CH3:37])[C@@H:32]2[CH2:31]3)[O:27]1.Cl.C(N(CC)C(C)C)(C)C.CN(C(ON1N=NC2C=CC=NC1=2)=[N+](C)C)C.F[P-](F)(F)(F)(F)F. (7) The reactants are [Cl:1][C:2]1[CH:3]=[C:4]([CH:7]=[CH:8][CH:9]=1)[CH:5]=[O:6].C[Si]([C:14]#[N:15])(C)C. The catalyst is ClCCl.O.[I-].[Zn+2].[I-]. The product is [ClH:1].[NH2:15][CH2:14][CH:5]([C:4]1[CH:7]=[CH:8][CH:9]=[C:2]([Cl:1])[CH:3]=1)[OH:6]. The yield is 0.850.